From a dataset of Rat liver microsome stability data. Regression/Classification. Given a drug SMILES string, predict its absorption, distribution, metabolism, or excretion properties. Task type varies by dataset: regression for continuous measurements (e.g., permeability, clearance, half-life) or binary classification for categorical outcomes (e.g., BBB penetration, CYP inhibition). Dataset: rlm. (1) The drug is CC1=C(C(=O)Nc2ccccc2C)C(c2ccccc2Br)NC(Nc2nc3ccccc3o2)=N1. The result is 1 (stable in rat liver microsomes). (2) The drug is O=S(=O)(Nc1ccc(S(=O)(=O)Nc2nccs2)cc1)c1ccc2ccccc2c1. The result is 0 (unstable in rat liver microsomes). (3) The compound is Cc1c[nH]c2ncnc(-c3ccc(NC(=O)Nc4cccc(C(=O)NC(C)C)c4)c(F)c3)c12. The result is 0 (unstable in rat liver microsomes). (4) The compound is CC(C)CNc1ncnc2onc(-c3ccc(Cl)cc3)c12. The result is 1 (stable in rat liver microsomes). (5) The molecule is CC(=O)N1CCN(c2ccc(OCc3nn(C)c(C)c3-c3cccc4c(CCCOc5cc(C)c(Cl)c(C)c5)c(C(=O)O)n(Cc5cccnc5)c34)cc2)CC1. The result is 1 (stable in rat liver microsomes).